Dataset: Full USPTO retrosynthesis dataset with 1.9M reactions from patents (1976-2016). Task: Predict the reactants needed to synthesize the given product. (1) Given the product [Cl:18][C:15]1[CH:16]=[CH:17][C:11]2[O:10][C:9]([N:8]3[C@@H:1]4[C@@H:6]([CH2:5][CH2:4][N:3]([C:38]([C:37]5[C:41]([N:45]6[N:49]=[CH:48][CH:47]=[N:46]6)=[CH:42][CH:43]=[CH:44][C:36]=5[F:35])=[O:39])[CH2:2]4)[CH2:7]3)=[N:13][C:12]=2[CH:14]=1, predict the reactants needed to synthesize it. The reactants are: [C@@H:1]12[N:8]([C:9]3[O:10][C:11]4[CH:17]=[CH:16][C:15]([Cl:18])=[CH:14][C:12]=4[N:13]=3)[CH2:7][C@@H:6]1[CH2:5][CH2:4][NH:3][CH2:2]2.CC1C=C(C)N=C(N2[C@@H]3[C@@H](CCNC3)C2)N=1.[F:35][C:36]1[CH:44]=[CH:43][CH:42]=[C:41]([N:45]2[N:49]=[CH:48][CH:47]=[N:46]2)[C:37]=1[C:38](O)=[O:39].S1C=CC=C1C1C=CC=CC=1C(O)=O. (2) Given the product [N:60]([CH2:47][CH2:46][N:4]1[C:5]2[C:10](=[CH:9][CH:8]=[C:7]([CH2:11][O:12][CH:13]3[CH:18]([C:19]4[CH:24]=[CH:23][C:22]([O:25][CH2:26][CH2:27][CH2:28][O:29][CH2:30][C:31]5[CH:36]=[CH:35][CH:34]=[CH:33][C:32]=5[O:37][CH3:38])=[CH:21][CH:20]=4)[CH2:17][CH2:16][N:15]([C:39]([O:41][C:42]([CH3:45])([CH3:44])[CH3:43])=[O:40])[CH2:14]3)[CH:6]=2)[C:2]([CH3:1])([CH3:59])[CH2:3]1)=[N+:61]=[N-:62], predict the reactants needed to synthesize it. The reactants are: [CH3:1][C:2]1([CH3:59])[C:10]2[C:5](=[CH:6][C:7]([CH2:11][O:12][CH:13]3[CH:18]([C:19]4[CH:24]=[CH:23][C:22]([O:25][CH2:26][CH2:27][CH2:28][O:29][CH2:30][C:31]5[CH:36]=[CH:35][CH:34]=[CH:33][C:32]=5[O:37][CH3:38])=[CH:21][CH:20]=4)[CH2:17][CH2:16][N:15]([C:39]([O:41][C:42]([CH3:45])([CH3:44])[CH3:43])=[O:40])[CH2:14]3)=[CH:8][CH:9]=2)[N:4]([CH2:46][CH2:47]OS(C2C=CC(C)=CC=2)(=O)=O)[CH2:3]1.[N-:60]=[N+:61]=[N-:62].[Na+].O. (3) The reactants are: [F:1][CH:2]([F:26])[O:3][C:4]1[CH:9]=[CH:8][C:7]([C:10]2[CH:11]=[C:12]3[C:16](=[CH:17][CH:18]=2)[C:15](=[O:19])[O:14][CH2:13]3)=[C:6]([O:20]COC)[C:5]=1[O:24][CH3:25].Cl. Given the product [F:26][CH:2]([F:1])[O:3][C:4]1[CH:9]=[CH:8][C:7]([C:10]2[CH:11]=[C:12]3[C:16](=[CH:17][CH:18]=2)[C:15](=[O:19])[O:14][CH2:13]3)=[C:6]([OH:20])[C:5]=1[O:24][CH3:25], predict the reactants needed to synthesize it.